Dataset: M1 muscarinic receptor antagonist screen with 61,756 compounds. Task: Binary Classification. Given a drug SMILES string, predict its activity (active/inactive) in a high-throughput screening assay against a specified biological target. (1) The compound is O=c1n(Cc2ncccc2)cnc2n(ncc12)c1cc(c(cc1)C)C. The result is 0 (inactive). (2) The drug is S(=O)(=O)(Nc1c2c([nH]c1C(OC)=O)cccc2)c1c(OC)cc(OC)cc1. The result is 0 (inactive).